Dataset: Reaction yield outcomes from USPTO patents with 853,638 reactions. Task: Predict the reaction yield, written as a fraction of the theoretical maximum amount of product (1.0 means a 100% yield; for example, 0.34 means a 34% yield). (1) The reactants are [CH3:1][O:2][C:3](=[O:13])[C:4]1[CH:9]=[CH:8][CH:7]=[C:6]([C:10](=[O:12])[CH3:11])[CH:5]=1.[BH4-].[Na+]. The catalyst is CCO. The product is [CH3:1][O:2][C:3](=[O:13])[C:4]1[CH:9]=[CH:8][CH:7]=[C:6]([CH:10]([OH:12])[CH3:11])[CH:5]=1. The yield is 0.670. (2) The reactants are [N+:1]([C:4]1[CH:5]=[C:6]([OH:10])[CH:7]=[CH:8][CH:9]=1)([O-:3])=[O:2].[Br:11][CH2:12][CH2:13][CH2:14]Br.C([O-])([O-])=O.[Cs+].[Cs+]. The catalyst is C(#N)C. The product is [N+:1]([C:4]1[CH:5]=[C:6]([O:10][CH2:14][CH2:13][CH2:12][Br:11])[CH:7]=[CH:8][CH:9]=1)([O-:3])=[O:2]. The yield is 0.566. (3) The reactants are [C:1]([C:3]1[C:4]([CH3:9])=[N:5][CH:6]=[CH:7][CH:8]=1)#[N:2].O.[Se](=O)=[O:12]. The catalyst is O1CCOCC1. The product is [C:1]([C:3]1[C:4]([CH:9]=[O:12])=[N:5][CH:6]=[CH:7][CH:8]=1)#[N:2]. The yield is 0.100. (4) The reactants are O=[C:2]1[CH2:7][CH2:6][CH:5]([N:8]2[C:13](=[O:14])[C:12]([CH2:15][C:16]3[CH:21]=[CH:20][C:19]([C:22]4[CH:27]=[CH:26][CH:25]=[CH:24][C:23]=4[C:28]4[NH:32][C:31](=[O:33])[O:30][N:29]=4)=[CH:18][CH:17]=3)=[C:11]([CH2:34][CH2:35][CH3:36])[N:10]3[N:37]=[CH:38][N:39]=[C:9]23)[CH2:4][CH2:3]1.[NH2:40][O:41][CH2:42][C:43]([CH3:46])([OH:45])[CH3:44].N1C=CC=CC=1.Cl. The catalyst is O.C(OCC)(=O)C. The product is [OH:45][C:43]([CH3:46])([CH3:44])[CH2:42][O:41][N:40]=[C:2]1[CH2:3][CH2:4][CH:5]([N:8]2[C:13](=[O:14])[C:12]([CH2:15][C:16]3[CH:17]=[CH:18][C:19]([C:22]4[CH:27]=[CH:26][CH:25]=[CH:24][C:23]=4[C:28]4[NH:32][C:31](=[O:33])[O:30][N:29]=4)=[CH:20][CH:21]=3)=[C:11]([CH2:34][CH2:35][CH3:36])[N:10]3[N:37]=[CH:38][N:39]=[C:9]23)[CH2:6][CH2:7]1. The yield is 0.630. (5) The reactants are [CH:1]([N:4]1[CH2:9][CH2:8][CH:7]([O:10][C:11]2[CH:16]=[CH:15][C:14]([C:17]3([C:23]([OH:25])=O)[CH2:22][CH2:21][O:20][CH2:19][CH2:18]3)=[CH:13][CH:12]=2)[CH2:6][CH2:5]1)([CH3:3])[CH3:2].[CH3:26][N:27]1[CH2:32][CH2:31][NH:30][CH2:29][CH2:28]1. No catalyst specified. The product is [CH:1]([N:4]1[CH2:9][CH2:8][CH:7]([O:10][C:11]2[CH:12]=[CH:13][C:14]([C:17]3([C:23]([N:30]4[CH2:31][CH2:32][N:27]([CH3:26])[CH2:28][CH2:29]4)=[O:25])[CH2:22][CH2:21][O:20][CH2:19][CH2:18]3)=[CH:15][CH:16]=2)[CH2:6][CH2:5]1)([CH3:2])[CH3:3]. The yield is 0.480. (6) The reactants are [Cl:1][C:2]1[CH:3]=[C:4]2[C:9](=[CH:10][CH:11]=1)[C:8]([C:12]1[CH:16]=[C:15]([Br:17])[S:14][C:13]=1[Br:18])=[N:7][CH2:6][CH2:5]2.C(O)C.[C:22]([O:26][C:27](O[C:27]([O:26][C:22]([CH3:25])([CH3:24])[CH3:23])=[O:28])=[O:28])([CH3:25])([CH3:24])[CH3:23].[BH4-].[Na+]. No catalyst specified. The product is [Cl:1][C:2]1[CH:3]=[C:4]2[C:9](=[CH:10][CH:11]=1)[CH:8]([C:12]1[CH:16]=[C:15]([Br:17])[S:14][C:13]=1[Br:18])[N:7]([C:27]([O:26][C:22]([CH3:25])([CH3:24])[CH3:23])=[O:28])[CH2:6][CH2:5]2. The yield is 0.753.